From a dataset of Peptide-MHC class I binding affinity with 185,985 pairs from IEDB/IMGT. Regression. Given a peptide amino acid sequence and an MHC pseudo amino acid sequence, predict their binding affinity value. This is MHC class I binding data. (1) The peptide sequence is RRAIRGEQ. The MHC is HLA-B27:05 with pseudo-sequence HLA-B27:05. The binding affinity (normalized) is 0.353. (2) The peptide sequence is NLFDWMHFL. The MHC is HLA-B15:17 with pseudo-sequence HLA-B15:17. The binding affinity (normalized) is 0.0847. (3) The peptide sequence is VIYIVQMLAKL. The MHC is Mamu-A02 with pseudo-sequence Mamu-A02. The binding affinity (normalized) is 0.149. (4) The peptide sequence is RAMDVYCHR. The MHC is HLA-A02:19 with pseudo-sequence HLA-A02:19. The binding affinity (normalized) is 0.0847. (5) The peptide sequence is MARFFSPATI. The binding affinity (normalized) is 0.527. The MHC is HLA-B15:01 with pseudo-sequence HLA-B15:01. (6) The MHC is Mamu-A01 with pseudo-sequence Mamu-A01. The peptide sequence is GMQIRGFVYF. The binding affinity (normalized) is 0.413. (7) The peptide sequence is SARTNCLAV. The MHC is HLA-B07:02 with pseudo-sequence HLA-B07:02. The binding affinity (normalized) is 0.734.